Predict the product of the given reaction. From a dataset of Forward reaction prediction with 1.9M reactions from USPTO patents (1976-2016). (1) Given the reactants Cl.[NH:2]([CH2:4][C:5]([O:7][CH2:8][CH3:9])=[O:6])[NH2:3].C(N(CC)CC)C.C(O)C.[Cl:20][C:21](Cl)=[CH:22][C:23](=O)[C:24]([F:27])([F:26])[F:25], predict the reaction product. The product is: [Cl:20][C:21]1[N:2]([CH2:4][C:5]([O:7][CH2:8][CH3:9])=[O:6])[N:3]=[C:23]([C:24]([F:27])([F:26])[F:25])[CH:22]=1. (2) Given the reactants [Br:1][C:2]1[CH:7]=[CH:6][C:5]([NH:8][C:9]([NH:11][NH:12][C:13](=O)[CH2:14][C@@H:15]2[CH2:19][CH2:18][N:17]([C:20]([O:22]C(C)(C)C)=O)[CH2:16]2)=[O:10])=[C:4]([F:28])[CH:3]=1.C(=O)([O-])[O-].[K+].[K+].[CH:35]1(C(Cl)=O)[CH2:37][CH2:36]1, predict the reaction product. The product is: [Br:1][C:2]1[CH:7]=[CH:6][C:5]([N:8]2[C:13]([CH2:14][C@@H:15]3[CH2:19][CH2:18][N:17]([C:20]([CH:35]4[CH2:37][CH2:36]4)=[O:22])[CH2:16]3)=[N:12][NH:11][C:9]2=[O:10])=[C:4]([F:28])[CH:3]=1. (3) Given the reactants ON1[C:6](=O)[C:5]2=[CH:8][CH:9]=[CH:10][CH:11]=[C:4]2[C:3]1=[O:12].[O-]O.C1(C(C)C)C=CC=CC=1.C1CCCCCCC1.O=O, predict the reaction product. The product is: [CH:3]1([OH:12])[CH2:4][CH2:11][CH2:10][CH2:9][CH2:8][CH2:5][CH2:6]1.[C:3]1(=[O:12])[CH2:4][CH2:11][CH2:10][CH2:9][CH2:8][CH2:5][CH2:6]1. (4) The product is: [Br:25][C:26]1[CH:27]=[C:28]([CH:31]=[CH:32][CH:33]=1)[CH2:29][N:13]1[C:14]2[C:19](=[CH:18][CH:17]=[CH:16][CH:15]=2)[C:11]([C:8]2[CH:7]=[CH:6][C:5]([C:1]([CH3:4])([CH3:2])[CH3:3])=[CH:10][CH:9]=2)=[C:12]1[C:20]([O:22][CH2:23][CH3:24])=[O:21]. Given the reactants [C:1]([C:5]1[CH:10]=[CH:9][C:8]([C:11]2[C:19]3[C:14](=[CH:15][CH:16]=[CH:17][CH:18]=3)[NH:13][C:12]=2[C:20]([O:22][CH2:23][CH3:24])=[O:21])=[CH:7][CH:6]=1)([CH3:4])([CH3:3])[CH3:2].[Br:25][C:26]1[CH:27]=[C:28]([CH:31]=[CH:32][CH:33]=1)[CH2:29]Br.C([O-])([O-])=O.[K+].[K+], predict the reaction product.